Task: Predict which catalyst facilitates the given reaction.. Dataset: Catalyst prediction with 721,799 reactions and 888 catalyst types from USPTO (1) Reactant: [C:1]([O:5][C:6]([N:8]1[CH2:13][CH2:12][CH:11](OS(C)(=O)=O)[CH2:10][CH2:9]1)=[O:7])([CH3:4])([CH3:3])[CH3:2].[CH3:19][S-:20].[Na+]. Product: [C:1]([O:5][C:6]([N:8]1[CH2:9][CH2:10][CH:11]([S:20][CH3:19])[CH2:12][CH2:13]1)=[O:7])([CH3:2])([CH3:3])[CH3:4]. The catalyst class is: 18. (2) Reactant: [Cl:1][C:2]1[N:7]=[C:6](Cl)[C:5]([N+:9]([O-:11])=[O:10])=[CH:4][N:3]=1.[NH2:12][C:13]1[CH:14]=[C:15]2[C:19](=[CH:20][CH:21]=1)[CH2:18][CH2:17][CH2:16]2.C(N(C(C)C)CC)(C)C. Product: [Cl:1][C:2]1[N:7]=[C:6]([NH:12][C:13]2[CH:14]=[C:15]3[C:19](=[CH:20][CH:21]=2)[CH2:18][CH2:17][CH2:16]3)[C:5]([N+:9]([O-:11])=[O:10])=[CH:4][N:3]=1. The catalyst class is: 12. (3) Reactant: [CH:1]1([N:4]([CH2:29][C:30]2[CH:35]=[C:34]([CH2:36][CH2:37][CH2:38][O:39][CH3:40])[CH:33]=[C:32]([O:41][CH2:42][CH2:43][O:44][CH3:45])[CH:31]=2)[C:5]([C@@H:7]2[C@:12]([C:14]3[CH:19]=[CH:18][C:17]([F:20])=[C:16]([F:21])[CH:15]=3)([OH:13])[CH2:11][CH2:10][N:9]([C:22]([O:24][C:25]([CH3:28])([CH3:27])[CH3:26])=[O:23])[CH2:8]2)=[O:6])[CH2:3][CH2:2]1.[H-].[Na+].[CH3:48]I. Product: [CH:1]1([N:4]([CH2:29][C:30]2[CH:35]=[C:34]([CH2:36][CH2:37][CH2:38][O:39][CH3:40])[CH:33]=[C:32]([O:41][CH2:42][CH2:43][O:44][CH3:45])[CH:31]=2)[C:5]([C@@H:7]2[C@:12]([C:14]3[CH:19]=[CH:18][C:17]([F:20])=[C:16]([F:21])[CH:15]=3)([O:13][CH3:48])[CH2:11][CH2:10][N:9]([C:22]([O:24][C:25]([CH3:28])([CH3:27])[CH3:26])=[O:23])[CH2:8]2)=[O:6])[CH2:3][CH2:2]1. The catalyst class is: 3. (4) Reactant: [Cl:1][C:2]1[CH:3]=[C:4]([C:8]2[O:12][N:11]=[C:10]([C@H:13]([O:15][C:16]3[N:17]([CH3:31])[C:18]([C:21]4[CH:30]=[CH:29][C:24]([C:25]([O:27]C)=O)=[CH:23][CH:22]=4)=[N:19][N:20]=3)[CH3:14])[N:9]=2)[CH:5]=[CH:6][CH:7]=1.C1COCC1.[OH-].[NH4+:38]. Product: [Cl:1][C:2]1[CH:3]=[C:4]([C:8]2[O:12][N:11]=[C:10]([C@H:13]([O:15][C:16]3[N:17]([CH3:31])[C:18]([C:21]4[CH:22]=[CH:23][C:24]([C:25]([NH2:38])=[O:27])=[CH:29][CH:30]=4)=[N:19][N:20]=3)[CH3:14])[N:9]=2)[CH:5]=[CH:6][CH:7]=1. The catalyst class is: 24.